From a dataset of NCI-60 drug combinations with 297,098 pairs across 59 cell lines. Regression. Given two drug SMILES strings and cell line genomic features, predict the synergy score measuring deviation from expected non-interaction effect. (1) Drug 1: CC12CCC3C(C1CCC2=O)CC(=C)C4=CC(=O)C=CC34C. Drug 2: C1C(C(OC1N2C=C(C(=O)NC2=O)F)CO)O. Cell line: SF-539. Synergy scores: CSS=47.4, Synergy_ZIP=-2.98, Synergy_Bliss=-5.65, Synergy_Loewe=-6.48, Synergy_HSA=-3.37. (2) Drug 1: CCC1(CC2CC(C3=C(CCN(C2)C1)C4=CC=CC=C4N3)(C5=C(C=C6C(=C5)C78CCN9C7C(C=CC9)(C(C(C8N6C)(C(=O)OC)O)OC(=O)C)CC)OC)C(=O)OC)O.OS(=O)(=O)O. Drug 2: CC12CCC3C(C1CCC2O)C(CC4=C3C=CC(=C4)O)CCCCCCCCCS(=O)CCCC(C(F)(F)F)(F)F. Cell line: MCF7. Synergy scores: CSS=20.6, Synergy_ZIP=-1.39, Synergy_Bliss=1.94, Synergy_Loewe=-2.11, Synergy_HSA=-1.74. (3) Drug 1: C1CN(CCN1C(=O)CCBr)C(=O)CCBr. Drug 2: CC1=C(C(=O)C2=C(C1=O)N3CC4C(C3(C2COC(=O)N)OC)N4)N. Cell line: M14. Synergy scores: CSS=56.2, Synergy_ZIP=-11.4, Synergy_Bliss=-12.4, Synergy_Loewe=-5.05, Synergy_HSA=-3.58. (4) Drug 1: CC(C1=C(C=CC(=C1Cl)F)Cl)OC2=C(N=CC(=C2)C3=CN(N=C3)C4CCNCC4)N. Drug 2: CN1CCC(CC1)COC2=C(C=C3C(=C2)N=CN=C3NC4=C(C=C(C=C4)Br)F)OC. Cell line: NCI/ADR-RES. Synergy scores: CSS=7.69, Synergy_ZIP=-1.11, Synergy_Bliss=3.07, Synergy_Loewe=0.332, Synergy_HSA=1.64. (5) Drug 1: CC1=CC=C(C=C1)C2=CC(=NN2C3=CC=C(C=C3)S(=O)(=O)N)C(F)(F)F. Drug 2: COC1=C2C(=CC3=C1OC=C3)C=CC(=O)O2. Cell line: NCI-H226. Synergy scores: CSS=-0.971, Synergy_ZIP=0.494, Synergy_Bliss=-3.09, Synergy_Loewe=-1.60, Synergy_HSA=-4.61. (6) Drug 2: C1C(C(OC1N2C=C(C(=O)NC2=O)F)CO)O. Drug 1: C1CN1P(=S)(N2CC2)N3CC3. Cell line: HOP-92. Synergy scores: CSS=19.8, Synergy_ZIP=-5.96, Synergy_Bliss=-5.13, Synergy_Loewe=0.0181, Synergy_HSA=1.55. (7) Drug 1: CC1=C(C(=CC=C1)Cl)NC(=O)C2=CN=C(S2)NC3=CC(=NC(=N3)C)N4CCN(CC4)CCO. Drug 2: CC1=C(C(=O)C2=C(C1=O)N3CC4C(C3(C2COC(=O)N)OC)N4)N. Cell line: U251. Synergy scores: CSS=36.4, Synergy_ZIP=4.51, Synergy_Bliss=3.51, Synergy_Loewe=-13.9, Synergy_HSA=-1.24. (8) Drug 1: CC=C1C(=O)NC(C(=O)OC2CC(=O)NC(C(=O)NC(CSSCCC=C2)C(=O)N1)C(C)C)C(C)C. Drug 2: C1C(C(OC1N2C=NC3=C2NC=NCC3O)CO)O. Cell line: OVCAR-5. Synergy scores: CSS=27.5, Synergy_ZIP=-0.692, Synergy_Bliss=-1.90, Synergy_Loewe=-61.7, Synergy_HSA=-1.78. (9) Drug 1: C1CC(C1)(C2=CC=C(C=C2)C3=C(C=C4C(=N3)C=CN5C4=NNC5=O)C6=CC=CC=C6)N. Drug 2: C1=CC(=C(C=C1I)F)NC2=C(C=CC(=C2F)F)C(=O)NOCC(CO)O. Cell line: SK-OV-3. Synergy scores: CSS=49.5, Synergy_ZIP=7.90, Synergy_Bliss=10.2, Synergy_Loewe=14.6, Synergy_HSA=15.2.